From a dataset of Reaction yield outcomes from USPTO patents with 853,638 reactions. Predict the reaction yield, written as a fraction of the theoretical maximum amount of product (1.0 means a 100% yield; for example, 0.34 means a 34% yield). (1) The product is [CH3:18][N:3]1[C:4]2[CH:9]=[CH:8][C:7]([C:10]([O:12][CH3:13])=[O:11])=[CH:6][C:5]=2[N:1]=[CH:2]1. The reactants are [NH:1]1[C:5]2[CH:6]=[C:7]([C:10]([O:12][CH3:13])=[O:11])[CH:8]=[CH:9][C:4]=2[N:3]=[CH:2]1.[H-].[Na+].CI.[CH3:18]N1C2C=C(C(OC)=O)C=CC=2N=C1. The yield is 0.780. The catalyst is C1COCC1. (2) The reactants are [C:1]1([C:7]2([N:14]3[CH2:19][CH2:18][CH:17]([N:20]4[C:24]5[CH:25]=[CH:26][CH:27]=[CH:28][C:23]=5[N:22]=[CH:21]4)[CH2:16][CH2:15]3)[CH2:13][CH2:12][CH2:11][CH2:10][CH2:9][CH2:8]2)[CH:6]=[CH:5][CH:4]=[CH:3][CH:2]=1.C(OC([NH:36][CH2:37][CH2:38][C:39](N(OC)C)=[O:40])=O)(C)(C)C. The catalyst is C1COCC1.CCCCCC. The product is [NH2:36][CH2:37][CH2:38][C:39]([C:21]1[N:20]([CH:17]2[CH2:16][CH2:15][N:14]([C:7]3([C:1]4[CH:2]=[CH:3][CH:4]=[CH:5][CH:6]=4)[CH2:8][CH2:9][CH2:10][CH2:11][CH2:12][CH2:13]3)[CH2:19][CH2:18]2)[C:24]2[CH:25]=[CH:26][CH:27]=[CH:28][C:23]=2[N:22]=1)=[O:40]. The yield is 0.740. (3) The reactants are Cl[C:2]1[CH:3]=[C:4]([C:14]([NH:16][CH2:17][C:18]2[C:19](=[O:26])[NH:20][C:21]([CH3:25])=[CH:22][C:23]=2[CH3:24])=[O:15])[C:5]2[CH:10]=[N:9][N:8]([CH:11]([CH3:13])[CH3:12])[C:6]=2[N:7]=1.[F:27][C:28]1[CH:33]=[CH:32][C:31](B(O)O)=[CH:30][CH:29]=1.C(=O)([O-])[O-].[Na+].[Na+].B(O)O. The catalyst is O1CCOCC1.C1C=CC(P(C2C=CC=CC=2)[C-]2C=CC=C2)=CC=1.C1C=CC(P(C2C=CC=CC=2)[C-]2C=CC=C2)=CC=1.Cl[Pd]Cl.[Fe+2].C(Cl)Cl. The product is [CH3:24][C:23]1[CH:22]=[C:21]([CH3:25])[NH:20][C:19](=[O:26])[C:18]=1[CH2:17][NH:16][C:14]([C:4]1[C:5]2[CH:10]=[N:9][N:8]([CH:11]([CH3:13])[CH3:12])[C:6]=2[N:7]=[C:2]([C:31]2[CH:32]=[CH:33][C:28]([F:27])=[CH:29][CH:30]=2)[CH:3]=1)=[O:15]. The yield is 0.120. (4) The reactants are [CH3:1][C:2]1[NH:6][C:5]2[CH:7]=[C:8]([N:14]3[CH2:19][CH2:18][O:17][CH2:16][CH2:15]3)[CH:9]=[C:10]([C:11]([O-:13])=[O:12])[C:4]=2[N:3]=1.[OH-].[Li+].O1[CH2:26][CH2:25][CH2:24][CH2:23]1. No catalyst specified. The product is [CH3:23][C:24]1[CH:4]=[C:10]([CH2:11][N:6]2[C:5]3[CH:7]=[C:8]([N:14]4[CH2:15][CH2:16][O:17][CH2:18][CH2:19]4)[CH:9]=[C:10]([C:11]([OH:13])=[O:12])[C:4]=3[N:3]=[C:2]2[CH3:1])[CH:9]=[CH:8][C:25]=1[CH3:26]. The yield is 0.660.